Dataset: Forward reaction prediction with 1.9M reactions from USPTO patents (1976-2016). Task: Predict the product of the given reaction. (1) Given the reactants [CH:1]1([CH:7]2[CH2:19][C:18]3[C:17]4[C:12](=[CH:13][CH:14]=[C:15]([C:20]([N:22]([CH2:24][C:25]([NH:27][CH:28]5[CH2:30][CH2:29]5)=[O:26])[CH3:23])=[O:21])[CH:16]=4)[NH:11][C:10]=3[CH2:9][CH2:8]2)[CH2:6][CH2:5][CH2:4][CH2:3][CH2:2]1.[H-].[Na+].[CH:33]([S:36](Cl)(=[O:38])=[O:37])([CH3:35])[CH3:34], predict the reaction product. The product is: [CH:1]1([CH:7]2[CH2:19][C:18]3[C:17]4[C:12](=[CH:13][CH:14]=[C:15]([C:20]([N:22]([CH2:24][C:25]([NH:27][CH:28]5[CH2:29][CH2:30]5)=[O:26])[CH3:23])=[O:21])[CH:16]=4)[N:11]([S:36]([CH:33]([CH3:35])[CH3:34])(=[O:38])=[O:37])[C:10]=3[CH2:9][CH2:8]2)[CH2:2][CH2:3][CH2:4][CH2:5][CH2:6]1. (2) Given the reactants [CH3:1][C:2]1[N:6]2[N:7]=[C:8]([N:14]([CH3:23])[C@H:15]([C:17]3[CH:22]=[CH:21][CH:20]=[CH:19][CH:18]=3)[CH3:16])[CH:9]=[C:10]([C:11](O)=[O:12])[C:5]2=[N:4][N:3]=1.C(Cl)(=O)C(Cl)=O.[NH3:30].C1COCC1, predict the reaction product. The product is: [CH3:1][C:2]1[N:6]2[N:7]=[C:8]([N:14]([CH3:23])[C@H:15]([C:17]3[CH:22]=[CH:21][CH:20]=[CH:19][CH:18]=3)[CH3:16])[CH:9]=[C:10]([C:11]([NH2:30])=[O:12])[C:5]2=[N:4][N:3]=1. (3) Given the reactants Cl[C:2]1[CH:7]=[C:6]([C:8]2[N:12]=[C:11]([N:13]3[CH2:18][CH2:17][N:16](CCC4C=CN=C(OC)C=4)[CH2:15][CH2:14]3)[S:10][N:9]=2)[CH:5]=[CH:4][N:3]=1.Cl[C:30]1SN=C(C2C=CN=C(Cl)C=2)N=1.Br[CH2:43][CH2:44][C:45]1[CH:50]=[CH:49][CH:48]=[CH:47][CH:46]=1, predict the reaction product. The product is: [CH3:30][C:2]1[CH:7]=[C:6]([C:8]2[N:12]=[C:11]([N:13]3[CH2:14][CH2:15][N:16]([CH2:43][CH2:44][C:45]4[CH:50]=[CH:49][CH:48]=[CH:47][CH:46]=4)[CH2:17][CH2:18]3)[S:10][N:9]=2)[CH:5]=[CH:4][N:3]=1. (4) The product is: [F:19][C:18]([F:20])([F:21])[C:15]1[CH:14]=[CH:13][C:12]([C:10]2[N:7]=[C:5]([CH2:4][CH2:3][CH2:2][OH:1])[S:6][CH:9]=2)=[CH:17][CH:16]=1. Given the reactants [OH:1][CH2:2][CH2:3][CH2:4][C:5]([NH2:7])=[S:6].Br[CH2:9][C:10]([C:12]1[CH:17]=[CH:16][C:15]([C:18]([F:21])([F:20])[F:19])=[CH:14][CH:13]=1)=O, predict the reaction product. (5) Given the reactants [Br:1][C:2]1[CH:3]=[C:4]2[C:12](=[CH:13][CH:14]=1)[NH:11][C:10]1[CH:9]([NH2:15])[CH2:8][CH2:7][CH2:6][C:5]2=1.[C:16](Cl)(=[O:25])[CH2:17][CH2:18][C:19]1[CH:24]=[CH:23][CH:22]=[CH:21][CH:20]=1, predict the reaction product. The product is: [Br:1][C:2]1[CH:3]=[C:4]2[C:12](=[CH:13][CH:14]=1)[NH:11][C:10]1[CH:9]([NH:15][C:16](=[O:25])[CH2:17][CH2:18][C:19]3[CH:24]=[CH:23][CH:22]=[CH:21][CH:20]=3)[CH2:8][CH2:7][CH2:6][C:5]2=1. (6) Given the reactants [C:1]1([C:7]#[C:8][C:9]2[CH:10]=[CH:11][C:12]([NH2:15])=[N:13][CH:14]=2)[CH:6]=[CH:5][CH:4]=[CH:3][CH:2]=1.[CH3:16][O:17][C:18]([CH3:23])([CH3:22])[C:19](O)=[O:20].F[B-](F)(F)F.BrC1C=CC=C[N+]=1CC.CCN(C(C)C)C(C)C, predict the reaction product. The product is: [CH3:16][O:17][C:18]([CH3:23])([CH3:22])[C:19]([NH:15][C:12]1[CH:11]=[CH:10][C:9]([C:8]#[C:7][C:1]2[CH:6]=[CH:5][CH:4]=[CH:3][CH:2]=2)=[CH:14][N:13]=1)=[O:20]. (7) Given the reactants C(OC([N:8]1[CH2:13][CH2:12][N:11]([C:14]([C:16]2[C:24]3[C:19](=[C:20]([CH2:25][C:26]4[CH:31]=[CH:30][CH:29]=[CH:28][CH:27]=4)[N:21]=[CH:22][CH:23]=3)[N:18]([C:32]3[CH:37]=[CH:36][CH:35]=[CH:34][CH:33]=3)[C:17]=2[O:38][C:39]2[CH:44]=[C:43]([F:45])[CH:42]=[CH:41][C:40]=2[CH3:46])=[O:15])[CH2:10][CH2:9]1)=O)(C)(C)C.Cl.Cl.Cl.C(C1N=CC=C2C(C(N3CCNCC3)=O)=C(OC3C=C(F)C=CC=3C)N(C3C=CC=CC=3)C=12)C1C=CC=CC=1, predict the reaction product. The product is: [CH2:25]([C:20]1[N:21]=[CH:22][CH:23]=[C:24]2[C:16]([C:14]([N:11]3[CH2:12][CH2:13][NH:8][CH2:9][CH2:10]3)=[O:15])=[C:17]([O:38][C:39]3[CH:44]=[C:43]([F:45])[CH:42]=[CH:41][C:40]=3[CH3:46])[N:18]([C:32]3[CH:37]=[CH:36][CH:35]=[CH:34][CH:33]=3)[C:19]=12)[C:26]1[CH:27]=[CH:28][CH:29]=[CH:30][CH:31]=1. (8) Given the reactants [Si:1]([O:8][C@@H:9]([C@@H:12]([NH:16][C:17](=[O:23])[O:18][C:19]([CH3:22])([CH3:21])[CH3:20])[CH2:13][CH:14]=[CH2:15])[CH2:10][OH:11])([C:4]([CH3:7])([CH3:6])[CH3:5])([CH3:3])[CH3:2].[CH2:24]=[C:25]1CC[CH2:26]1, predict the reaction product. The product is: [Si:1]([O:8][C@@H:9]([C@@H:12]([NH:16][C:17](=[O:23])[O:18][C:19]([CH3:22])([CH3:21])[CH3:20])[CH2:13][CH:14]=[C:15]1[CH2:26][CH2:25][CH2:24]1)[CH2:10][OH:11])([C:4]([CH3:7])([CH3:5])[CH3:6])([CH3:3])[CH3:2].